This data is from Full USPTO retrosynthesis dataset with 1.9M reactions from patents (1976-2016). The task is: Predict the reactants needed to synthesize the given product. (1) The reactants are: [CH3:1][C:2]1[C:7]([CH2:8][OH:9])=[CH:6][CH:5]=[CH:4][N:3]=1.C(N(CC)CC)C.[CH3:17][S:18](Cl)(=[O:20])=[O:19]. Given the product [CH3:17][S:18]([O:9][CH2:8][C:7]1[C:2]([CH3:1])=[N:3][CH:4]=[CH:5][CH:6]=1)(=[O:20])=[O:19], predict the reactants needed to synthesize it. (2) The reactants are: P(Cl)(Cl)(Cl)=O.CN(C)[CH:8]=[O:9].[CH3:11][S:12][C:13]1[N:18]=[CH:17][C:16]2=[CH:19][CH:20]=[CH:21][N:15]2[N:14]=1.BrC1N2C(C=NC(SC)=N2)=CC=1. Given the product [CH3:11][S:12][C:13]1[N:18]=[CH:17][C:16]2=[CH:19][CH:20]=[C:21]([CH:8]=[O:9])[N:15]2[N:14]=1, predict the reactants needed to synthesize it. (3) Given the product [Cl:1][C:2]1[CH:7]=[CH:6][C:5]([C:35]2[CH:34]=[C:33]([CH3:36])[CH:32]=[C:27]([C:28]([O:30][CH3:31])=[O:29])[CH:26]=2)=[CH:4][C:3]=1[C:11]([NH:13][CH2:14][C:15]12[CH2:24][CH:19]3[CH2:20][CH:21]([CH2:23][CH:17]([CH2:18]3)[CH2:16]1)[CH2:22]2)=[O:12], predict the reactants needed to synthesize it. The reactants are: [Cl:1][C:2]1[CH:7]=[CH:6][C:5](B(O)O)=[CH:4][C:3]=1[C:11]([NH:13][CH2:14][C:15]12[CH2:24][CH:19]3[CH2:20][CH:21]([CH2:23][CH:17]([CH2:18]3)[CH2:16]1)[CH2:22]2)=[O:12].I[C:26]1[CH:35]=[CH:34][C:33]([CH3:36])=[CH:32][C:27]=1[C:28]([O:30][CH3:31])=[O:29]. (4) Given the product [ClH:27].[NH2:26][C:18]1[C:17]2[C:22](=[CH:23][CH:24]=[CH:25][C:16]=2[O:15][C@H:12]2[CH2:11][CH2:10][C@H:9]([NH2:8])[CH2:14][CH2:13]2)[CH:21]=[N:20][CH:19]=1, predict the reactants needed to synthesize it. The reactants are: C(OC([NH:8][C@H:9]1[CH2:14][CH2:13][C@H:12]([O:15][C:16]2[CH:25]=[CH:24][CH:23]=[C:22]3[C:17]=2[C:18]([NH2:26])=[CH:19][N:20]=[CH:21]3)[CH2:11][CH2:10]1)=O)(C)(C)C.[ClH:27].CO. (5) Given the product [Cl:1][C:2]1[CH:10]=[CH:9][C:8]2[N:7]([CH2:28][CH2:27][C:24]3[CH:23]=[N:22][C:21]([CH2:18][CH2:19][CH3:20])=[CH:26][CH:25]=3)[C:6]3[CH2:11][CH2:12][N:13]([CH3:15])[CH2:14][C:5]=3[C:4]=2[CH:3]=1, predict the reactants needed to synthesize it. The reactants are: [Cl:1][C:2]1[CH:10]=[CH:9][C:8]2[NH:7][C:6]3[CH2:11][CH2:12][N:13]([CH3:15])[CH2:14][C:5]=3[C:4]=2[CH:3]=1.[OH-].[K+].[CH2:18]([C:21]1[CH:26]=[CH:25][C:24]([CH:27]=[CH2:28])=[CH:23][N:22]=1)[CH2:19][CH3:20]. (6) Given the product [CH2:15]([C:13]1[CH:14]=[C:9]([OH:8])[C:10]([F:57])=[C:11]([N:17]([CH2:26][C:27]2[N:28]([C:38]([C:51]3[CH:52]=[CH:53][CH:54]=[CH:55][CH:56]=3)([C:45]3[CH:46]=[CH:47][CH:48]=[CH:49][CH:50]=3)[C:39]3[CH:44]=[CH:43][CH:42]=[CH:41][CH:40]=3)[CH:29]=[C:30]([C:32]3[CH:37]=[CH:36][CH:35]=[CH:34][CH:33]=3)[N:31]=2)[C:18]2[CH:19]=[CH:20][C:21]([C:22]#[N:23])=[CH:24][CH:25]=2)[CH:12]=1)[CH3:16], predict the reactants needed to synthesize it. The reactants are: [Si]([O:8][C:9]1[C:10]([F:57])=[C:11]([N:17]([CH2:26][C:27]2[N:28]([C:38]([C:51]3[CH:56]=[CH:55][CH:54]=[CH:53][CH:52]=3)([C:45]3[CH:50]=[CH:49][CH:48]=[CH:47][CH:46]=3)[C:39]3[CH:44]=[CH:43][CH:42]=[CH:41][CH:40]=3)[CH:29]=[C:30]([C:32]3[CH:37]=[CH:36][CH:35]=[CH:34][CH:33]=3)[N:31]=2)[C:18]2[CH:25]=[CH:24][C:21]([C:22]#[N:23])=[CH:20][CH:19]=2)[CH:12]=[C:13]([CH2:15][CH3:16])[CH:14]=1)(C(C)(C)C)(C)C.CCCC[N+](CCCC)(CCCC)CCCC.[F-]. (7) The reactants are: [C:12]([O:11][C:9](O[C:9]([O:11][C:12]([CH3:15])([CH3:14])[CH3:13])=[O:10])=[O:10])([CH3:15])([CH3:14])[CH3:13].[Cl:16][C:17]1[C:18]([F:27])=[C:19]([CH:23]=[CH:24][C:25]=1[F:26])C(O)=O.C(N(CC)CC)C. Given the product [Cl:16][C:17]1[C:25]([F:26])=[C:24]([CH:23]=[CH:19][C:18]=1[F:27])[C:9]([O:11][C:12]([CH3:13])([CH3:14])[CH3:15])=[O:10], predict the reactants needed to synthesize it.